From a dataset of Catalyst prediction with 721,799 reactions and 888 catalyst types from USPTO. Predict which catalyst facilitates the given reaction. Reactant: C[Si](C)(C)CC[O:5][C:6]([C@@H:8]1[CH2:13][CH2:12][CH2:11][CH2:10][C@H:9]1[C:14]([C:16]1[CH:21]=[CH:20][C:19]([C:22]2[CH:27]=[CH:26][C:25]([NH:28][C:29]3[O:30][C:31]4[CH:37]=[CH:36][C:35]([CH3:38])=[CH:34][C:32]=4[N:33]=3)=[CH:24][CH:23]=2)=[CH:18][CH:17]=1)=[O:15])=[O:7].[F-].C([N+](CCCC)(CCCC)CCCC)CCC.[NH4+].[Cl-]. Product: [CH3:38][C:35]1[CH:36]=[CH:37][C:31]2[O:30][C:29]([NH:28][C:25]3[CH:26]=[CH:27][C:22]([C:19]4[CH:20]=[CH:21][C:16]([C:14]([C@@H:9]5[CH2:10][CH2:11][CH2:12][CH2:13][C@H:8]5[C:6]([OH:7])=[O:5])=[O:15])=[CH:17][CH:18]=4)=[CH:23][CH:24]=3)=[N:33][C:32]=2[CH:34]=1. The catalyst class is: 387.